From a dataset of Forward reaction prediction with 1.9M reactions from USPTO patents (1976-2016). Predict the product of the given reaction. (1) The product is: [CH2:1]([C:3]1[CH:8]=[CH:7][CH:6]=[C:5]([CH:9]([C:11]2[CH:16]=[CH:15][CH:14]=[CH:13][CH:12]=2)[CH3:10])[CH:4]=1)[CH3:2]. Given the reactants [CH2:1]([C:3]1[CH:8]=[CH:7][CH:6]=[C:5]([C:9]([C:11]2[CH:16]=[CH:15][CH:14]=[CH:13][CH:12]=2)=[CH2:10])[CH:4]=1)[CH3:2], predict the reaction product. (2) Given the reactants [CH2:1]([O:8][CH2:9][CH2:10][CH2:11][CH:12]([CH2:16][C:17]([O:19][C:20]([CH3:23])([CH3:22])[CH3:21])=[O:18])[C:13]([O-:15])=O)[C:2]1[CH:7]=[CH:6][CH:5]=[CH:4][CH:3]=1.Cl.CN[O:27][CH3:28].C1C=CC2N(O)N=[N:35][C:33]=2C=1.CCN=C=NCCCN(C)C.Cl, predict the reaction product. The product is: [CH2:1]([O:8][CH2:9][CH2:10][CH2:11][CH:12]([C:13](=[O:15])[NH:35][CH2:33][O:27][CH3:28])[CH2:16][C:17]([O:19][C:20]([CH3:23])([CH3:22])[CH3:21])=[O:18])[C:2]1[CH:3]=[CH:4][CH:5]=[CH:6][CH:7]=1. (3) Given the reactants C(OC(=O)C([C:10]1[CH:15]=[CH:14][C:13]([O:16][CH2:17][CH:18]2[CH2:20][CH2:19]2)=[C:12]([C:21]2[CH:26]=[CH:25][N:24]=[CH:23][CH:22]=2)[CH:11]=1)CC(C)C)C.[OH2:28].[OH-:29].[Li+], predict the reaction product. The product is: [CH:18]1([CH2:17][O:16][C:13]2[C:12]([C:21]3[CH:26]=[CH:25][N:24]=[CH:23][CH:22]=3)=[CH:11][CH:10]=[CH:15][C:14]=2[C:12]([CH3:21])([CH3:13])[CH2:11][CH2:10][C:15]([OH:29])=[O:28])[CH2:20][CH2:19]1. (4) Given the reactants [OH:1][CH2:2][CH2:3][N:4]1[C:12]2[C:7](=[C:8]([C:15]([F:18])([F:17])[F:16])[C:9]([C:13]#[N:14])=[CH:10][CH:11]=2)[CH:6]=[C:5]1[CH3:19].C1C=CC(COC(/N=N/C(OCC2C=CC=CC=2)=O)=O)=CC=1.C1C=CC(P(C2C=CC=CC=2)C2C=CC=CC=2)=CC=1.[F:61][C:62]([F:71])([F:70])[C:63]1[CH:64]=[CH:65][C:66](=O)[NH:67][CH:68]=1, predict the reaction product. The product is: [CH3:19][C:5]1[N:4]([CH2:3][CH2:2][O:1][C:66]2[CH:65]=[CH:64][C:63]([C:62]([F:71])([F:70])[F:61])=[CH:68][N:67]=2)[C:12]2[C:7]([CH:6]=1)=[C:8]([C:15]([F:18])([F:16])[F:17])[C:9]([C:13]#[N:14])=[CH:10][CH:11]=2. (5) Given the reactants [C:1]([C:4]1[CH:5]=[C:6]2[C:10](=[CH:11][CH:12]=1)[NH:9][C:8](=[O:13])[CH2:7]2)([OH:3])=[O:2].[CH3:14][C:15]1[C:23]2[C:18](=[CH:19][CH:20]=[CH:21][CH:22]=2)[NH:17][C:16]=1[CH:24]=O.N1CCCCC1, predict the reaction product. The product is: [CH3:14][C:15]1[C:23]2[C:18](=[CH:19][CH:20]=[CH:21][CH:22]=2)[NH:17][C:16]=1[CH:24]=[C:7]1[C:6]2[C:10](=[CH:11][CH:12]=[C:4]([C:1]([OH:3])=[O:2])[CH:5]=2)[NH:9][C:8]1=[O:13]. (6) Given the reactants [NH:1]1[C:9]2[C:4](=[CH:5][CH:6]=[C:7]3[S:12][CH2:11][CH2:10][C:8]3=2)[CH:3]=[CH:2]1.CCCCCCC.C1(OC2C=CC=CC=2)C=CC=CC=1, predict the reaction product. The product is: [NH:1]1[C:9]2[C:4](=[CH:5][CH:6]=[C:7]3[S:12][CH2:11][CH2:10][C:8]3=2)[CH:3]=[CH:2]1.[S:1]1[C:5]2[CH:6]=[C:7]3[C:8]([CH2:10][CH2:11][NH:12]3)=[CH:9][C:4]=2[CH:3]=[CH:2]1.